The task is: Predict the product of the given reaction.. This data is from Forward reaction prediction with 1.9M reactions from USPTO patents (1976-2016). (1) Given the reactants [Cl:1][C:2]1[C:3]([O:16][CH3:17])=[CH:4][C:5]2[O:10][CH:9]([C:11]([OH:13])=O)[CH2:8][N:7]([CH3:14])[C:6]=2[CH:15]=1.[F:18][C:19]1[CH:32]=[CH:31][C:22]([CH2:23][N:24]2[CH2:29][CH2:28][NH:27][C@H:26]([CH3:30])[CH2:25]2)=[CH:21][CH:20]=1.CCN=C=NCCCN(C)C.C1C=CC2N(O)N=NC=2C=1.CCN(C(C)C)C(C)C, predict the reaction product. The product is: [Cl:1][C:2]1[C:3]([O:16][CH3:17])=[CH:4][C:5]2[O:10][CH:9]([C:11]([N:27]3[CH2:28][CH2:29][N:24]([CH2:23][C:22]4[CH:31]=[CH:32][C:19]([F:18])=[CH:20][CH:21]=4)[CH2:25][C@H:26]3[CH3:30])=[O:13])[CH2:8][N:7]([CH3:14])[C:6]=2[CH:15]=1. (2) Given the reactants Cl.[NH2:2][CH2:3][C:4]1[CH:5]=[C:6]2[C:11](=[CH:12][CH:13]=1)[N:10]=[C:9]([CH3:14])[N:8]([CH:15]1[CH2:20][CH2:19][C:18](=[O:21])[NH:17][C:16]1=[O:22])[C:7]2=[O:23].[CH:24]1([C:27](Cl)=[O:28])[CH2:26][CH2:25]1.C(N(CC)C(C)C)(C)C, predict the reaction product. The product is: [O:22]=[C:16]1[CH:15]([N:8]2[C:7](=[O:23])[C:6]3[C:11](=[CH:12][CH:13]=[C:4]([CH2:3][NH:2][C:27]([CH:24]4[CH2:26][CH2:25]4)=[O:28])[CH:5]=3)[N:10]=[C:9]2[CH3:14])[CH2:20][CH2:19][C:18](=[O:21])[NH:17]1.